From a dataset of Catalyst prediction with 721,799 reactions and 888 catalyst types from USPTO. Predict which catalyst facilitates the given reaction. (1) Reactant: CS[C:3](SC)=[C:4]([C:21]([C:23]1[CH:24]=[N:25][CH:26]=[CH:27][CH:28]=1)=[O:22])[C:5]([C:7]1[CH:12]=[CH:11][CH:10]=[C:9]([C@@H:13]2[CH2:17][O:16][C:15]([CH3:19])([CH3:18])[O:14]2)[C:8]=1[F:20])=[O:6].[C:31]1([NH2:38])[CH:36]=[CH:35][CH:34]=[CH:33][C:32]=1[NH2:37]. Product: [NH:37]1[C:32]2[CH:33]=[CH:34][CH:35]=[CH:36][C:31]=2[NH:38][C:3]1=[C:4]([C:21]([C:23]1[CH:24]=[N:25][CH:26]=[CH:27][CH:28]=1)=[O:22])[C:5]([C:7]1[CH:12]=[CH:11][CH:10]=[C:9]([C@@H:13]2[CH2:17][O:16][C:15]([CH3:19])([CH3:18])[O:14]2)[C:8]=1[F:20])=[O:6]. The catalyst class is: 8. (2) Reactant: [CH2:1]([O:3][C:4](=[O:22])/[CH:5]=[CH:6]/[C:7]1[CH:12]=[CH:11][C:10]([O:13]CC2C=CC=CC=2)=[CH:9][C:8]=1[CH3:21])[CH3:2]. Product: [CH2:1]([O:3][C:4](=[O:22])[CH2:5][CH2:6][C:7]1[CH:12]=[CH:11][C:10]([OH:13])=[CH:9][C:8]=1[CH3:21])[CH3:2]. The catalyst class is: 312. (3) Reactant: [F:1][C:2]([F:11])([F:10])[C:3](=O)[CH2:4][C:5]([O:7][CH3:8])=[O:6].[OH-].[K+].C1COCC1.[N+:19](/[C:22](/[CH3:32])=[CH:23]/[C:24]1[CH:31]=[CH:30][C:27]([C:28]#[N:29])=[CH:26][CH:25]=1)([O-])=O. Product: [C:28]([C:27]1[CH:30]=[CH:31][C:24]([C:23]2[C:4]([C:5]([O:7][CH3:8])=[O:6])=[C:3]([C:2]([F:11])([F:10])[F:1])[NH:19][C:22]=2[CH3:32])=[CH:25][CH:26]=1)#[N:29]. The catalyst class is: 84. (4) Reactant: C(OC(=O)[NH:7][CH2:8][C:9]1[CH:14]=[C:13]([O:15][C:16]2[CH:21]=[CH:20][CH:19]=[C:18]([CH2:22][CH2:23][NH:24][C:25](=[O:36])[C:26]3[CH:31]=[CH:30][CH:29]=[C:28]([C:32]([F:35])([F:34])[F:33])[CH:27]=3)[CH:17]=2)[CH:12]=[CH:11][N:10]=1)(C)(C)C.C(O)(C(F)(F)F)=O. Product: [NH2:7][CH2:8][C:9]1[CH:14]=[C:13]([O:15][C:16]2[CH:17]=[C:18]([CH2:22][CH2:23][NH:24][C:25](=[O:36])[C:26]3[CH:31]=[CH:30][CH:29]=[C:28]([C:32]([F:33])([F:34])[F:35])[CH:27]=3)[CH:19]=[CH:20][CH:21]=2)[CH:12]=[CH:11][N:10]=1. The catalyst class is: 2. (5) Reactant: [N:1]1([CH2:7][C:8]2[CH:13]=[C:12]([C:14]([F:17])([F:16])[F:15])[CH:11]=[CH:10][C:9]=2[N:18]2[CH2:23][CH2:22][O:21][CH2:20][CH2:19]2)[CH2:6][CH2:5][NH:4][CH2:3][CH2:2]1.[C:24](=O)([O:33]N1C(=O)CCC1=O)[O:25][N:26]1[C:30](=[O:31])[CH2:29][CH2:28][C:27]1=[O:32].ClCCl.C(N(CC)C(C)C)(C)C. Product: [N:18]1([C:9]2[CH:10]=[CH:11][C:12]([C:14]([F:15])([F:16])[F:17])=[CH:13][C:8]=2[CH2:7][N:1]2[CH2:2][CH2:3][N:4]([C:24]([O:25][N:26]3[C:30](=[O:31])[CH2:29][CH2:28][C:27]3=[O:32])=[O:33])[CH2:5][CH2:6]2)[CH2:19][CH2:20][O:21][CH2:22][CH2:23]1. The catalyst class is: 6.